From a dataset of Catalyst prediction with 721,799 reactions and 888 catalyst types from USPTO. Predict which catalyst facilitates the given reaction. Reactant: [CH2:1]([C:3]1[C:4](=[O:19])[CH2:5][CH2:6][C:7]2([CH3:18])[C:16]=1[CH2:15][CH2:14][C:13]1[C:8]2=[CH:9][CH:10]=[C:11]([OH:17])[CH:12]=1)[CH3:2]. The catalyst class is: 19. Product: [CH2:1]([C@H:3]1[C@@H:16]2[C@:7]([CH3:18])([C:8]3[C:13]([CH2:14][CH2:15]2)=[CH:12][C:11]([OH:17])=[CH:10][CH:9]=3)[CH2:6][CH2:5][C:4]1=[O:19])[CH3:2].